From a dataset of Forward reaction prediction with 1.9M reactions from USPTO patents (1976-2016). Predict the product of the given reaction. (1) Given the reactants [CH3:1][N:2]1[CH:6]=[C:5]([NH2:7])[CH:4]=[N:3]1.[NH2:8][C@@H:9]1[C@@H:14]2[CH2:15][C@@H:11]([CH:12]=[CH:13]2)[C@@H:10]1[C:16]([NH2:18])=[O:17].Cl[C:20]1[N:25]=[C:24](Cl)[C:23]([Cl:27])=[CH:22][N:21]=1.ClC1N=[C:33](Cl)[C:32](F)=[CH:31]N=1, predict the reaction product. The product is: [Cl:27][C:23]1[C:22]([NH:8][C@@H:9]2[C@@H:14]3[CH2:15][C@@H:11]([CH:12]=[CH:13]3)[C@@H:10]2[C:16]([NH2:18])=[O:17])=[N:21][C:20]([NH:7][C:5]2[CH:4]=[N:3][N:2]([CH2:1][CH2:33][C:32]3[CH:31]=[CH:11][CH:10]=[CH:9][CH:14]=3)[CH:6]=2)=[N:25][CH:24]=1. (2) Given the reactants [CH3:1][O:2][C:3]1[CH:4]=[C:5]([CH:8]=[CH:9][C:10]=1[CH:11]=[C:12]([C:16]1[S:17][CH:18]=[C:19]([CH3:21])[N:20]=1)[C:13](=O)[CH3:14])[C:6]#[N:7].[NH2:22][C:23]([C:27]([F:30])([F:29])[F:28])=[CH:24][C:25]#[N:26].CC(C)([O-])C.[K+], predict the reaction product. The product is: [C:6]([C:5]1[CH:8]=[CH:9][C:10]([CH:11]2[C:12]([C:16]3[S:17][CH:18]=[C:19]([CH3:21])[N:20]=3)=[C:13]([CH3:14])[NH:22][C:23]([C:27]([F:30])([F:29])[F:28])=[C:24]2[C:25]#[N:26])=[C:3]([O:2][CH3:1])[CH:4]=1)#[N:7]. (3) Given the reactants [OH:1][C:2]1[CH:11]=[C:10]2[C:5]([C:6]([NH:12][C:13]3[CH:21]=[C:20]4[C:16]([CH:17]=[CH:18][NH:19]4)=[CH:15][CH:14]=3)=[N:7][CH:8]=[N:9]2)=[CH:4][C:3]=1[O:22][CH3:23].[O:24]=[S:25]1(=[O:35])[CH2:30][CH2:29][N:28]([CH2:31][CH2:32][CH2:33]O)[CH2:27][CH2:26]1, predict the reaction product. The product is: [O:35]=[S:25]1(=[O:24])[CH2:30][CH2:29][N:28]([CH2:31][CH2:32][CH2:33][O:1][C:2]2[CH:11]=[C:10]3[C:5]([C:6]([NH:12][C:13]4[CH:21]=[C:20]5[C:16]([CH:17]=[CH:18][NH:19]5)=[CH:15][CH:14]=4)=[N:7][CH:8]=[N:9]3)=[CH:4][C:3]=2[O:22][CH3:23])[CH2:27][CH2:26]1. (4) Given the reactants C([Li])CCC.C(NC(C)C)(C)C.[CH3:13][O:14][C:15]1[CH:28]=[CH:27][C:18]2[C:19]([CH2:22][C:23]([O:25][CH3:26])=[O:24])=[CH:20][O:21][C:17]=2[CH:16]=1.[C:29](OC(=O)C)(=[O:31])[CH3:30].[Cl-].[NH4+], predict the reaction product. The product is: [CH3:13][O:14][C:15]1[CH:28]=[CH:27][C:18]2[C:19]([CH:22]([C:29](=[O:31])[CH3:30])[C:23]([O:25][CH3:26])=[O:24])=[CH:20][O:21][C:17]=2[CH:16]=1. (5) Given the reactants N[C:2]1[CH:10]=[C:9]([N:11]2[C:15]3=[N:16][CH:17]=[CH:18][C:19]([I:20])=[C:14]3[C:13]([C:21]([F:24])([F:23])[F:22])=[N:12]2)[CH:8]=[CH:7][C:3]=1[C:4]([NH2:6])=[O:5].C(O[BH-](OC(=O)C)OC(=O)C)(=O)C.[Na+].CO[C:41]([CH3:43])=[CH2:42].O.C(=O)(O)[O-].[Na+], predict the reaction product. The product is: [I:20][C:19]1[CH:18]=[CH:17][N:16]=[C:15]2[N:11]([C:9]3[CH:8]=[CH:7][C:3]([C:4]([NH2:6])=[O:5])=[C:2]([CH:41]([CH3:43])[CH3:42])[CH:10]=3)[N:12]=[C:13]([C:21]([F:23])([F:24])[F:22])[C:14]=12. (6) Given the reactants [O:1]=[C:2]1[CH:7]=[C:6](B2OC(C)(C)C(C)(C)O2)[CH:5]=[CH:4][N:3]1[CH2:17][C:18]([O:20][C:21]([CH3:24])([CH3:23])[CH3:22])=[O:19].Br[C:26]1[CH:32]=[C:31]([CH3:33])[CH:30]=[CH:29][C:27]=1[NH2:28].[F-].[Cs+], predict the reaction product. The product is: [NH2:28][C:27]1[CH:29]=[CH:30][C:31]([CH3:33])=[CH:32][C:26]=1[C:6]1[CH:5]=[CH:4][N:3]([CH2:17][C:18]([O:20][C:21]([CH3:22])([CH3:23])[CH3:24])=[O:19])[C:2](=[O:1])[CH:7]=1. (7) Given the reactants [B:10]1([B:10]2[O:14][C:13]([CH3:16])([CH3:15])[C:12]([CH3:18])([CH3:17])[O:11]2)[O:14][C:13]([CH3:16])([CH3:15])[C:12]([CH3:18])([CH3:17])[O:11]1.Br[C:20]1[CH:21]=[C:22]([NH:28][C:29]2[CH:34]=[CH:33][N:32]=[C:31]([CH3:35])[N:30]=2)[C:23](=[O:27])[N:24]([CH3:26])[CH:25]=1.CC(C1C=C(C(C)C)C(C2C=CC=CC=2P(C2CCCCC2)C2CCCCC2)=C(C(C)C)C=1)C.C([O-])(=O)C.[K+], predict the reaction product. The product is: [CH3:26][N:24]1[CH:25]=[C:20]([B:10]2[O:11][C:12]([CH3:17])([CH3:18])[C:13]([CH3:15])([CH3:16])[O:14]2)[CH:21]=[C:22]([NH:28][C:29]2[CH:34]=[CH:33][N:32]=[C:31]([CH3:35])[N:30]=2)[C:23]1=[O:27]. (8) Given the reactants [NH2:1][C:2]1[N:7]=[C:6](S(C)=O)[C:5]([C:11]2[CH:12]=[CH:13][C:14](=[O:20])[N:15]([CH:17]([CH3:19])[CH3:18])[N:16]=2)=[C:4]([C:21]2[CH:26]=[CH:25][CH:24]=[CH:23][CH:22]=2)[N:3]=1.[NH:27]1[CH2:32][CH2:31][CH2:30][CH2:29][CH2:28]1, predict the reaction product. The product is: [NH2:1][C:2]1[N:3]=[C:4]([C:21]2[CH:26]=[CH:25][CH:24]=[CH:23][CH:22]=2)[C:5]([C:11]2[CH:12]=[CH:13][C:14](=[O:20])[N:15]([CH:17]([CH3:19])[CH3:18])[N:16]=2)=[C:6]([N:27]2[CH2:32][CH2:31][CH2:30][CH2:29][CH2:28]2)[N:7]=1. (9) Given the reactants [C:1]1([C:31]2[CH:36]=[CH:35][CH:34]=[CH:33][CH:32]=2)[CH:6]=[CH:5][C:4]([C:7]2[CH:11]=[CH:10][N:9]([C@@H:12]([C:17]([NH:19][C@H:20]([C:25](=[O:30])N(OC)C)[CH2:21][CH:22]([CH3:24])[CH3:23])=[O:18])[CH2:13][C:14]([OH:16])=[O:15])[CH:8]=2)=[CH:3][CH:2]=1.[CH3:37][Mg]Br, predict the reaction product. The product is: [C:25]([C@@H:20]([NH:19][C:17](=[O:18])[C@H:12]([N:9]1[CH:10]=[CH:11][C:7]([C:4]2[CH:5]=[CH:6][C:1]([C:31]3[CH:32]=[CH:33][CH:34]=[CH:35][CH:36]=3)=[CH:2][CH:3]=2)=[CH:8]1)[CH2:13][C:14]([OH:16])=[O:15])[CH2:21][CH:22]([CH3:24])[CH3:23])(=[O:30])[CH3:37]. (10) Given the reactants [NH2:1][C:2]1[CH:3]=[N:4][CH:5]=[CH:6][C:7]=1[C@@H:8]1[CH2:13][C@H:12]([CH3:14])[C@@:11]([CH2:16][F:17])([OH:15])[C@H:10]([OH:18])[CH2:9]1.[NH2:19][C:20]1[C:21]([C:27](O)=[O:28])=[N:22][C:23]([Br:26])=[CH:24][CH:25]=1, predict the reaction product. The product is: [NH2:19][C:20]1[C:21]([C:27]([NH:1][C:2]2[CH:3]=[N:4][CH:5]=[CH:6][C:7]=2[C@@H:8]2[CH2:13][C@H:12]([CH3:14])[C@@:11]([CH2:16][F:17])([OH:15])[C@H:10]([OH:18])[CH2:9]2)=[O:28])=[N:22][C:23]([Br:26])=[CH:24][CH:25]=1.